This data is from Forward reaction prediction with 1.9M reactions from USPTO patents (1976-2016). The task is: Predict the product of the given reaction. (1) The product is: [Cl:28][C:25]1[N:24]=[CH:23][C:22]([C@H:9]2[N:10]3[C:11]([S:12][C:13]([C:19]([N:33]4[CH2:34][CH2:35][CH2:36][C@H:32]4[C:31]([N:30]([CH3:38])[CH3:29])=[O:37])=[O:21])=[C:14]3[CH:16]([CH3:18])[CH3:17])=[N:15][C@H:8]2[C:5]2[CH:6]=[N:7][C:2]([Cl:1])=[CH:3][CH:4]=2)=[CH:27][CH:26]=1. Given the reactants [Cl:1][C:2]1[N:7]=[CH:6][C:5]([C@H:8]2[N:15]3[C:11]([S:12][C:13]([C:19]([OH:21])=O)=[C:14]3[CH:16]([CH3:18])[CH3:17])=[N:10][C@H:9]2[C:22]2[CH:23]=[N:24][C:25]([Cl:28])=[CH:26][CH:27]=2)=[CH:4][CH:3]=1.[CH3:29][N:30]([CH3:38])[C:31](=[O:37])[C@@H:32]1[CH2:36][CH2:35][CH2:34][NH:33]1, predict the reaction product. (2) Given the reactants [F:1][C:2]1[CH:7]=[CH:6][CH:5]=[CH:4][C:3]=1B(O)O.FC(F)(F)S(O[C:17]1[CH2:21][CH2:20][CH2:19][C:18]=1[C:22]([O:24][CH2:25][CH3:26])=[O:23])(=O)=O.C(O)C.C(=O)([O-])[O-].[Na+].[Na+], predict the reaction product. The product is: [F:1][C:2]1[CH:7]=[CH:6][CH:5]=[CH:4][C:3]=1[C:17]1[CH2:21][CH2:20][CH2:19][C:18]=1[C:22]([O:24][CH2:25][CH3:26])=[O:23]. (3) The product is: [C:1]([O:5][C:6](=[O:20])[C:7]([CH3:8])([S:9][C:10]1[CH:11]=[CH:12][C:13]([C:14]([O:16][CH2:40][C:38]2[N:37]=[N:36][N:35]([CH2:34][C:33]3[CH:42]=[CH:43][C:30]([C:23]([O:28][CH3:29])([C:22]([F:44])([F:21])[F:45])[C:24]([F:25])([F:26])[F:27])=[CH:31][CH:32]=3)[CH:39]=2)=[O:15])=[CH:17][CH:18]=1)[CH3:19])([CH3:2])([CH3:3])[CH3:4]. Given the reactants [C:1]([O:5][C:6](=[O:20])[C:7]([CH3:19])([S:9][C:10]1[CH:18]=[CH:17][C:13]([C:14]([OH:16])=[O:15])=[CH:12][CH:11]=1)[CH3:8])([CH3:4])([CH3:3])[CH3:2].[F:21][C:22]([F:45])([F:44])[C:23]([C:30]1[CH:43]=[CH:42][C:33]([CH2:34][N:35]2[CH:39]=[C:38]([CH2:40]O)[N:37]=[N:36]2)=[CH:32][CH:31]=1)([O:28][CH3:29])[C:24]([F:27])([F:26])[F:25].C1(N=C=NC2CCCCC2)CCCCC1, predict the reaction product.